From a dataset of Forward reaction prediction with 1.9M reactions from USPTO patents (1976-2016). Predict the product of the given reaction. (1) Given the reactants C[Si](C)(C)[C:3]#[C:4][C:5]1[CH:6]=[C:7]2[C:12](=[CH:13][CH:14]=1)[CH:11]=[N:10][CH:9]=[CH:8]2.C(=O)([O-])[O-].[K+].[K+], predict the reaction product. The product is: [C:4]([C:5]1[CH:6]=[C:7]2[C:12](=[CH:13][CH:14]=1)[CH:11]=[N:10][CH:9]=[CH:8]2)#[CH:3]. (2) Given the reactants C([O:8][C:9](=[O:44])[CH:10]([NH:36][C:37]([O:39][C:40]([CH3:43])([CH3:42])[CH3:41])=[O:38])[CH2:11][C:12]1[N:13]=[CH:14][N:15]([C:17]([C:30]2[CH:35]=[CH:34][CH:33]=[CH:32][CH:31]=2)([C:24]2[CH:29]=[CH:28][CH:27]=[CH:26][CH:25]=2)[C:18]2[CH:23]=[CH:22][CH:21]=[CH:20][CH:19]=2)[CH:16]=1)C1C=CC=CC=1.[OH-].[K+].C1COCC1, predict the reaction product. The product is: [C:40]([O:39][C:37]([NH:36][CH:10]([CH2:11][C:12]1[N:13]=[CH:14][N:15]([C:17]([C:30]2[CH:35]=[CH:34][CH:33]=[CH:32][CH:31]=2)([C:24]2[CH:25]=[CH:26][CH:27]=[CH:28][CH:29]=2)[C:18]2[CH:19]=[CH:20][CH:21]=[CH:22][CH:23]=2)[CH:16]=1)[C:9]([OH:44])=[O:8])=[O:38])([CH3:43])([CH3:41])[CH3:42]. (3) Given the reactants [CH:1]1([CH2:4][O:5][C:6]2[N:11]=[C:10]([C:12]([OH:14])=O)[CH:9]=[CH:8][C:7]=2[N:15]2[CH2:18][C:17]([F:20])([F:19])[CH2:16]2)[CH2:3][CH2:2]1.Cl.[CH2:22]1[C:24]2([CH2:28][CH2:27][NH:26][CH2:25]2)[CH2:23]1.CN(C(ON1N=NC2C=CC=CC1=2)=[N+](C)C)C.[B-](F)(F)(F)F.CCN(C(C)C)C(C)C, predict the reaction product. The product is: [CH2:23]1[C:24]2([CH2:28][CH2:27][N:26]([C:12]([C:10]3[CH:9]=[CH:8][C:7]([N:15]4[CH2:18][C:17]([F:20])([F:19])[CH2:16]4)=[C:6]([O:5][CH2:4][CH:1]4[CH2:2][CH2:3]4)[N:11]=3)=[O:14])[CH2:25]2)[CH2:22]1.